Dataset: Forward reaction prediction with 1.9M reactions from USPTO patents (1976-2016). Task: Predict the product of the given reaction. (1) Given the reactants [O:1]1[C:9]2[CH2:8][CH2:7][NH:6][CH2:5][C:4]=2[CH:3]=[CH:2]1.[CH2:10]([O:12][C:13](=[O:30])[C:14]([CH3:29])([CH3:28])[CH2:15][CH2:16][CH2:17][CH2:18][CH:19](Br)[C:20]1[CH:25]=[CH:24][CH:23]=[CH:22][C:21]=1[Cl:26])[CH3:11].C(=O)([O-])[O-].[K+].[K+], predict the reaction product. The product is: [CH2:10]([O:12][C:13](=[O:30])[C:14]([CH3:29])([CH3:28])[CH2:15][CH2:16][CH2:17][CH2:18][CH:19]([C:20]1[CH:25]=[CH:24][CH:23]=[CH:22][C:21]=1[Cl:26])[N:6]1[CH2:7][CH2:8][C:9]2[O:1][CH:2]=[CH:3][C:4]=2[CH2:5]1)[CH3:11]. (2) Given the reactants Cl[C:2]1=[C:3]([C:24]([O:26][CH3:27])=[O:25])[NH:4][CH:5]([C:14]2[CH:19]=[CH:18][C:17]([Cl:20])=[C:16]([O:21][CH3:22])[C:15]=2[F:23])[CH2:6]/[C:7]/1=[N:8]\OS(C)(=O)=O.C([O-])([O-])=O.[K+].[K+].[CH3:34][S-].[Na+].[CH3:37][S:38](C)=O, predict the reaction product. The product is: [NH2:8][C:7]1[CH:6]=[C:5]([C:14]2[CH:19]=[CH:18][C:17]([Cl:20])=[C:16]([O:21][CH3:22])[C:15]=2[F:23])[N:4]=[C:3]([C:24]([O:26][CH2:27][CH3:34])=[O:25])[C:2]=1[S:38][CH3:37]. (3) The product is: [Cl:1][C:2]1[CH:3]=[C:4]([NH:8][C:9](=[O:31])[C:10]2[CH:15]=[CH:14][CH:13]=[N:12][C:11]=2[NH:16][CH:17]2[CH2:22][CH2:21][NH:20][CH2:19][CH2:18]2)[CH:5]=[CH:6][CH:7]=1. Given the reactants [Cl:1][C:2]1[CH:3]=[C:4]([NH:8][C:9](=[O:31])[C:10]2[CH:15]=[CH:14][CH:13]=[N:12][C:11]=2[NH:16][CH:17]2[CH2:22][CH2:21][N:20](C(=O)NOC(C)(C)C)[CH2:19][CH2:18]2)[CH:5]=[CH:6][CH:7]=1.Cl, predict the reaction product. (4) Given the reactants [CH2:1]([N:8]1[CH2:13][CH2:12][C:11](=[N:14][NH:15][C:16](=[S:18])[NH2:17])[CH2:10][CH2:9]1)[C:2]1[CH:7]=[CH:6][CH:5]=[CH:4][CH:3]=1.Br[CH2:20][C:21]([C:23]1[CH:28]=[CH:27][CH:26]=[C:25]([N+:29]([O-:31])=[O:30])[CH:24]=1)=O, predict the reaction product. The product is: [CH2:1]([N:8]1[CH2:13][CH2:12][C:11](=[N:14][NH:15][C:16]2[S:18][CH:20]=[C:21]([C:23]3[CH:28]=[CH:27][CH:26]=[C:25]([N+:29]([O-:31])=[O:30])[CH:24]=3)[N:17]=2)[CH2:10][CH2:9]1)[C:2]1[CH:3]=[CH:4][CH:5]=[CH:6][CH:7]=1. (5) The product is: [C:6]([C:8]1[CH:9]=[C:10]([C:26]([NH:28][CH2:29][C:30]2[CH:35]=[CH:34][C:33]([S:36]([CH3:39])(=[O:38])=[O:37])=[CH:32][CH:31]=2)=[O:27])[C:11](=[O:25])[N:12]([C:15]2[CH:20]=[CH:19][CH:18]=[C:17]([C:21]([F:24])([F:23])[F:22])[CH:16]=2)[C:13]=1[CH3:14])(=[O:5])[CH3:7]. Given the reactants C([O:5][C:6]([C:8]1[CH:9]=[C:10]([C:26]([NH:28][CH2:29][C:30]2[CH:35]=[CH:34][C:33]([S:36]([CH3:39])(=[O:38])=[O:37])=[CH:32][CH:31]=2)=[O:27])[C:11](=[O:25])[N:12]([C:15]2[CH:20]=[CH:19][CH:18]=[C:17]([C:21]([F:24])([F:23])[F:22])[CH:16]=2)[C:13]=1[CH3:14])=[CH2:7])CCC.C(=O)([O-])O.[Na+], predict the reaction product. (6) The product is: [CH3:26][C:23]1[CH:24]=[CH:25][C:20]([CH2:19][O:10][C:7]2[CH:8]=[CH:9][C:4]([N+:1]([O-:3])=[O:2])=[CH:5][CH:6]=2)=[N:21][CH:22]=1. Given the reactants [N+:1]([C:4]1[CH:9]=[CH:8][C:7]([OH:10])=[CH:6][CH:5]=1)([O-:3])=[O:2].C(=O)([O-])[O-].[K+].[K+].Cl.Cl[CH2:19][C:20]1[CH:25]=[CH:24][C:23]([CH3:26])=[CH:22][N:21]=1.O, predict the reaction product. (7) Given the reactants [H-].[Na+].[C:3]([O:7][C:8]([N:10]1[CH2:13][CH:12]([OH:14])[CH2:11]1)=[O:9])([CH3:6])([CH3:5])[CH3:4].CS(O[CH2:20][C:21]1[CH:22]=[N:23][C:24]([C:27]2[S:35][C:34]3[C:29](=[N:30][CH:31]=[CH:32][C:33]=3[O:36][C:37]3[CH:42]=[CH:41][C:40]([NH:43][C:44]([NH:46][CH:47]4[CH2:49][CH2:48]4)=[O:45])=[CH:39][C:38]=3[F:50])[CH:28]=2)=[CH:25][CH:26]=1)(=O)=O, predict the reaction product. The product is: [CH:47]1([NH:46][C:44](=[O:45])[NH:43][C:40]2[CH:41]=[CH:42][C:37]([O:36][C:33]3[CH:32]=[CH:31][N:30]=[C:29]4[CH:28]=[C:27]([C:24]5[N:23]=[CH:22][C:21]([CH2:20][O:14][CH:12]6[CH2:13][N:10]([C:8]([O:7][C:3]([CH3:6])([CH3:4])[CH3:5])=[O:9])[CH2:11]6)=[CH:26][CH:25]=5)[S:35][C:34]=34)=[C:38]([F:50])[CH:39]=2)[CH2:49][CH2:48]1.